Dataset: Full USPTO retrosynthesis dataset with 1.9M reactions from patents (1976-2016). Task: Predict the reactants needed to synthesize the given product. (1) Given the product [OH2:1].[OH2:1].[OH2:1].[OH2:1].[OH2:1].[OH2:1].[Cl-:2].[Al+3:3].[Cl-:2].[Cl-:2], predict the reactants needed to synthesize it. The reactants are: [OH-:1].[Cl-:2].[Al+3:3].[Cl-].[Cl-]. (2) Given the product [Cl:1][C:2]1[CH:3]=[C:4]2[CH:10]=[C:9]([CH2:11][N:33]3[C:37]4=[CH:38][N:39]=[CH:40][CH:41]=[C:36]4[C:35]4([CH2:44][CH2:43][CH2:42]4)[C:34]3=[O:45])[N:8]([CH2:26][CH2:27][CH2:28][S:29]([CH3:32])(=[O:30])=[O:31])[C:5]2=[N:6][CH:7]=1, predict the reactants needed to synthesize it. The reactants are: [Cl:1][C:2]1[CH:3]=[C:4]2[CH:10]=[C:9]([C:11](OC)=O)[NH:8][C:5]2=[N:6][CH:7]=1.CC1C=CC(S(O[CH2:26][CH2:27][CH2:28][S:29]([CH3:32])(=[O:31])=[O:30])(=O)=O)=CC=1.[NH:33]1[C:37]2=[CH:38][N:39]=[CH:40][CH:41]=[C:36]2[C:35]2([CH2:44][CH2:43][CH2:42]2)[C:34]1=[O:45].N1C2=CN=CC=C2C2(CC2)C1=O. (3) Given the product [CH3:34][C:23]1[C:14]([Se:13][C:12]#[C:11][C:8]2[CH:9]=[CH:10][C:28]([OH:31])=[CH:6][CH:7]=2)=[CH:15][C:16]2[C:17]([CH3:27])([CH3:26])[CH2:18][CH2:19][C:20]([CH3:25])([CH3:24])[C:21]=2[CH:22]=1, predict the reactants needed to synthesize it. The reactants are: C(OC1[CH:10]=[CH:9][C:8]([C:11]#[C:12][Se:13][C:14]2[CH:23]=[CH:22][C:21]3[C:20]([CH3:25])([CH3:24])[CH2:19][CH2:18][C:17]([CH3:27])([CH3:26])[C:16]=3[CH:15]=2)=[CH:7][CH:6]=1)(=O)C.[C:28](=[O:31])([O-])[O-].[K+].[K+].[CH2:34](OCC)C.O. (4) Given the product [OH:35][C:32]1([CH:9]([C:6]2[CH:7]=[N:8][C:3]([C:2]([F:12])([F:1])[F:13])=[CH:4][CH:5]=2)[C:10]#[N:11])[CH2:33][CH2:34][O:29][CH2:30][CH2:31]1, predict the reactants needed to synthesize it. The reactants are: [F:1][C:2]([F:13])([F:12])[C:3]1[N:8]=[CH:7][C:6]([CH2:9][C:10]#[N:11])=[CH:5][CH:4]=1.C1COCC1.C[Si]([N-][Si](C)(C)C)(C)C.[Na+].[O:29]1[CH2:34][CH2:33][C:32](=[O:35])[CH2:31][CH2:30]1.[NH4+].[Cl-]. (5) Given the product [NH2:1][C:2]1[N:7]=[CH:6][N:5]=[C:4]2[N:8]([CH:12]([C:14]3[CH:21]=[C:20]([Cl:22])[C:17]([C:18]#[N:19])=[C:16]([C:35]4[CH:34]=[N:33][CH:32]=[C:31]([S:28]([CH3:27])(=[O:30])=[O:29])[CH:36]=4)[C:15]=3[O:24][CH2:25][CH3:26])[CH3:13])[N:9]=[C:10]([CH3:11])[C:3]=12, predict the reactants needed to synthesize it. The reactants are: [NH2:1][C:2]1[N:7]=[CH:6][N:5]=[C:4]2[N:8]([CH:12]([C:14]3[CH:21]=[C:20]([Cl:22])[C:17]([C:18]#[N:19])=[C:16](Br)[C:15]=3[O:24][CH2:25][CH3:26])[CH3:13])[N:9]=[C:10]([CH3:11])[C:3]=12.[CH3:27][S:28]([C:31]1[CH:32]=[N:33][CH:34]=[C:35](B2OC(C)(C)C(C)(C)O2)[CH:36]=1)(=[O:30])=[O:29].C(#N)C.C(=O)([O-])[O-].[Na+].[Na+].O.ClCCl.